Predict the product of the given reaction. From a dataset of Forward reaction prediction with 1.9M reactions from USPTO patents (1976-2016). Given the reactants [O:1]=[C:2]1[C:10]2[C:5](=[CH:6][CH:7]=[CH:8][CH:9]=2)[C:4](=[O:11])[N:3]1[CH2:12][CH2:13][CH2:14][CH2:15][CH:16]=[O:17].[S:18]1[CH:22]=[CH:21][CH:20]=[C:19]1[Li].O1CCCC1.[Cl-].[NH4+], predict the reaction product. The product is: [OH:17][CH:16]([C:19]1[S:18][CH:22]=[CH:21][CH:20]=1)[CH2:15][CH2:14][CH2:13][CH2:12][N:3]1[C:4](=[O:11])[C:5]2[C:10](=[CH:9][CH:8]=[CH:7][CH:6]=2)[C:2]1=[O:1].